Dataset: Full USPTO retrosynthesis dataset with 1.9M reactions from patents (1976-2016). Task: Predict the reactants needed to synthesize the given product. (1) Given the product [CH3:1][C:2]1[N:3]=[CH:4][O:5][C:6]=1[C:7]([C:9]1[CH:14]=[CH:13][CH:12]=[CH:11][C:10]=1[CH:15]([CH3:18])[C:16]#[C:17][C:20]1[CH:25]=[CH:24][CH:23]=[CH:22][CH:21]=1)=[O:8], predict the reactants needed to synthesize it. The reactants are: [CH3:1][C:2]1[N:3]=[CH:4][O:5][C:6]=1[C:7]([C:9]1[CH:14]=[CH:13][CH:12]=[CH:11][C:10]=1[CH:15]([CH3:18])[C:16]#[CH:17])=[O:8].I[C:20]1[CH:25]=[CH:24][CH:23]=[CH:22][CH:21]=1.CCCCCC.CCOC(C)=O. (2) Given the product [NH:1]1[CH2:48][CH2:47][CH2:46][C@H:2]1[C:3]([N:5]1[CH2:45][CH2:44][CH2:43][C@H:6]1[C:7]([NH:9][C@H:10]([C:36]([O:38][C:39]([CH3:40])([CH3:41])[CH3:42])=[O:37])[CH2:11][CH2:12][CH2:13][NH:14][C:15](=[NH:35])[NH:16][S:17]([C:20]1[C:33]([CH3:34])=[C:31]([CH3:32])[C:30]2[O:29][C:26]([CH3:28])([CH3:27])[CH2:25][CH2:24][C:23]=2[C:21]=1[CH3:22])(=[O:19])=[O:18])=[O:8])=[O:4], predict the reactants needed to synthesize it. The reactants are: [N:1]1(C(OCC2C3C(=CC=CC=3)C3C2=CC=CC=3)=O)[CH2:48][CH2:47][CH2:46][C@H:2]1[C:3]([N:5]1[CH2:45][CH2:44][CH2:43][C@H:6]1[C:7]([NH:9][C@H:10]([C:36]([O:38][C:39]([CH3:42])([CH3:41])[CH3:40])=[O:37])[CH2:11][CH2:12][CH2:13][NH:14][C:15](=[NH:35])[NH:16][S:17]([C:20]1[C:33]([CH3:34])=[C:31]([CH3:32])[C:30]2[O:29][C:26]([CH3:28])([CH3:27])[CH2:25][CH2:24][C:23]=2[C:21]=1[CH3:22])(=[O:19])=[O:18])=[O:8])=[O:4].N1CCCCC1. (3) Given the product [CH3:12][C:13]1[CH:18]=[CH:17][CH:16]=[C:15]([CH3:19])[C:14]=1[C:2]1[CH:3]=[C:4]2[C:8](=[CH:9][CH:10]=1)[C@@H:7]([OH:11])[CH2:6][CH2:5]2, predict the reactants needed to synthesize it. The reactants are: Br[C:2]1[CH:3]=[C:4]2[C:8](=[CH:9][CH:10]=1)[C@@H:7]([OH:11])[CH2:6][CH2:5]2.[CH3:12][C:13]1[CH:18]=[CH:17][CH:16]=[C:15]([CH3:19])[C:14]=1B(O)O.